Dataset: Forward reaction prediction with 1.9M reactions from USPTO patents (1976-2016). Task: Predict the product of the given reaction. (1) Given the reactants [CH:1]1([N:6]2[CH2:11][CH:10]=[C:9]([C:12]3[C:20]4[C:15](=[CH:16][CH:17]=[CH:18][CH:19]=4)[N:14]([C:21]4[CH:26]=[CH:25][C:24]([N+:27]([O-])=O)=[CH:23][CH:22]=4)[CH:13]=3)[CH2:8][CH2:7]2)[CH2:5][CH2:4][CH2:3][CH2:2]1, predict the reaction product. The product is: [CH:1]1([N:6]2[CH2:7][CH2:8][CH:9]([C:12]3[C:20]4[C:15](=[CH:16][CH:17]=[CH:18][CH:19]=4)[N:14]([C:21]4[CH:26]=[CH:25][C:24]([NH2:27])=[CH:23][CH:22]=4)[CH:13]=3)[CH2:10][CH2:11]2)[CH2:2][CH2:3][CH2:4][CH2:5]1. (2) The product is: [NH2:1][C:2](=[N:39][C:40]([O:42][CH2:43][C:44]([CH3:46])=[CH2:45])=[O:41])[C:3]1[CH:4]=[CH:5][C:6]([NH:9][C@@H:10]([C:27]2[N:31]=[C:30]([O:32][CH2:53][O:52][C:51]([O:50][CH:47]([CH3:49])[CH3:48])=[O:55])[N:29]([C:33]3[N:38]=[CH:37][CH:36]=[CH:35][N:34]=3)[N:28]=2)[C:11]2[C:12]([F:26])=[C:13]([CH:21]=[C:22]([O:24][CH3:25])[CH:23]=2)[O:14][CH2:15][CH2:16][O:17][C:18](=[O:20])[CH3:19])=[CH:7][CH:8]=1. Given the reactants [NH2:1][C:2](=[N:39][C:40]([O:42][CH2:43][C:44]([CH3:46])=[CH2:45])=[O:41])[C:3]1[CH:8]=[CH:7][C:6]([NH:9][C@@H:10]([C:27]2[NH:31][C:30](=[O:32])[N:29]([C:33]3[N:38]=[CH:37][CH:36]=[CH:35][N:34]=3)[N:28]=2)[C:11]2[C:12]([F:26])=[C:13]([CH:21]=[C:22]([O:24][CH3:25])[CH:23]=2)[O:14][CH2:15][CH2:16][O:17][C:18](=[O:20])[CH3:19])=[CH:5][CH:4]=1.[CH:47]([O:50][C:51](=[O:55])[O:52][CH2:53]Cl)([CH3:49])[CH3:48].C(=O)([O-])[O-].[Rb+].[Rb+].CC(N(C)C)=O, predict the reaction product. (3) Given the reactants C([O:3][C:4](=[O:19])[C@@H:5]([O:17][CH3:18])[CH2:6][C:7]1[CH:12]=[CH:11][C:10]([O:13][CH2:14][CH2:15]Br)=[CH:9][CH:8]=1)C.[O:20]([C:27]1[CH:32]=[CH:31][C:30]([OH:33])=[CH:29][CH:28]=1)[C:21]1[CH:26]=[CH:25][CH:24]=[CH:23][CH:22]=1.C1(C2C=CC=CC=2)C=CC(OCCOC2C=CC(C[C@H](OC)C(O)=O)=CC=2)=CC=1, predict the reaction product. The product is: [CH3:18][O:17][CH:5]([CH2:6][C:7]1[CH:8]=[CH:9][C:10]([O:13][CH2:14][CH2:15][O:33][C:30]2[CH:29]=[CH:28][C:27]([O:20][C:21]3[CH:26]=[CH:25][CH:24]=[CH:23][CH:22]=3)=[CH:32][CH:31]=2)=[CH:11][CH:12]=1)[C:4]([OH:3])=[O:19]. (4) Given the reactants [CH3:1][N:2]1[CH2:7][CH2:6][N:5]([C:8]2[CH:13]=[C:12]([N:14]3[CH:23]([CH3:24])[CH2:22][C:21]4[C:16](=[CH:17][C:18]([C:25]5[CH2:26][CH2:27][NH:28][CH2:29][CH:30]=5)=[CH:19][CH:20]=4)[CH2:15]3)[N:11]=[C:10]([NH2:31])[N:9]=2)[CH2:4][CH2:3]1.C(N(CC)C(C)C)(C)C.Cl[C:42]1[CH:43]=[C:44]([CH:47]=[CH:48][N:49]=1)[C:45]#[N:46], predict the reaction product. The product is: [NH2:31][C:10]1[N:11]=[C:12]([N:14]2[CH:23]([CH3:24])[CH2:22][C:21]3[C:16](=[CH:17][C:18]([C:25]4[CH2:26][CH2:27][N:28]([C:42]5[CH:43]=[C:44]([C:45]#[N:46])[CH:47]=[CH:48][N:49]=5)[CH2:29][CH:30]=4)=[CH:19][CH:20]=3)[CH2:15]2)[CH:13]=[C:8]([N:5]2[CH2:6][CH2:7][N:2]([CH3:1])[CH2:3][CH2:4]2)[N:9]=1. (5) Given the reactants [O:1]=[C:2]1[C:10](=[O:11])[C:9]2[C:4](=[CH:5][CH:6]=[C:7]([S:12][CH2:13][CH2:14][CH2:15][C:16]3[CH:26]=[CH:25][C:19]([C:20]([O:22]CC)=[O:21])=[CH:18][CH:17]=3)[CH:8]=2)[N:3]1[CH2:27][CH2:28][CH2:29][CH2:30][CH2:31][CH3:32].C(=O)([O-])[O-].[K+].[K+], predict the reaction product. The product is: [O:1]=[C:2]1[C:10](=[O:11])[C:9]2[C:4](=[CH:5][CH:6]=[C:7]([S:12][CH2:13][CH2:14][CH2:15][C:16]3[CH:17]=[CH:18][C:19]([C:20]([OH:22])=[O:21])=[CH:25][CH:26]=3)[CH:8]=2)[N:3]1[CH2:27][CH2:28][CH2:29][CH2:30][CH2:31][CH3:32]. (6) Given the reactants [C:1]([O:4][C@H:5]1[CH2:22][CH2:21][C@@:20]2([CH3:23])[C@@H:7]([CH2:8][CH2:9][C@:10]3([CH3:46])[C@@H:19]2[CH2:18][CH2:17][C@H:16]2[C@@:11]3([CH3:45])[CH2:12][CH2:13][C@@:14]3([CH:31]([OH:44])[CH2:32][NH:33][C:34]4([C:37]5[N:42]=[CH:41][C:40]([Cl:43])=[CH:39][N:38]=5)[CH2:36][CH2:35]4)[CH2:26][C:25](=[O:27])[C:24]([CH:28]([CH3:30])[CH3:29])=[C:15]32)[C:6]1([CH3:48])[CH3:47])(=[O:3])[CH3:2].[O:49](C(OC(C)(C)C)=O)[C:50](OC(C)(C)C)=O, predict the reaction product. The product is: [C:1]([O:4][C@H:5]1[CH2:22][CH2:21][C@@:20]2([CH3:23])[C@@H:7]([CH2:8][CH2:9][C@:10]3([CH3:46])[C@@H:19]2[CH2:18][CH2:17][C@H:16]2[C@@:11]3([CH3:45])[CH2:12][CH2:13][C@@:14]3([CH:31]4[O:44][C:50](=[O:49])[N:33]([C:34]5([C:37]6[N:38]=[CH:39][C:40]([Cl:43])=[CH:41][N:42]=6)[CH2:36][CH2:35]5)[CH2:32]4)[CH2:26][C:25](=[O:27])[C:24]([CH:28]([CH3:30])[CH3:29])=[C:15]32)[C:6]1([CH3:48])[CH3:47])(=[O:3])[CH3:2].